From a dataset of NCI-60 drug combinations with 297,098 pairs across 59 cell lines. Regression. Given two drug SMILES strings and cell line genomic features, predict the synergy score measuring deviation from expected non-interaction effect. (1) Synergy scores: CSS=6.08, Synergy_ZIP=-0.964, Synergy_Bliss=2.39, Synergy_Loewe=-13.5, Synergy_HSA=1.78. Cell line: UACC62. Drug 2: CC(C)NC(=O)C1=CC=C(C=C1)CNNC.Cl. Drug 1: CCC1(CC2CC(C3=C(CCN(C2)C1)C4=CC=CC=C4N3)(C5=C(C=C6C(=C5)C78CCN9C7C(C=CC9)(C(C(C8N6C=O)(C(=O)OC)O)OC(=O)C)CC)OC)C(=O)OC)O.OS(=O)(=O)O. (2) Drug 2: CN1C2=C(C=C(C=C2)N(CCCl)CCCl)N=C1CCCC(=O)O.Cl. Drug 1: C1=CC(=CC=C1CC(C(=O)O)N)N(CCCl)CCCl.Cl. Synergy scores: CSS=5.62, Synergy_ZIP=1.45, Synergy_Bliss=4.70, Synergy_Loewe=-1.63, Synergy_HSA=0.865. Cell line: M14. (3) Drug 1: C1=C(C(=O)NC(=O)N1)F. Drug 2: C(CCl)NC(=O)N(CCCl)N=O. Cell line: CCRF-CEM. Synergy scores: CSS=19.4, Synergy_ZIP=-11.3, Synergy_Bliss=-19.7, Synergy_Loewe=-22.7, Synergy_HSA=-16.8. (4) Synergy scores: CSS=35.8, Synergy_ZIP=-11.6, Synergy_Bliss=-3.72, Synergy_Loewe=-11.8, Synergy_HSA=-1.48. Cell line: SN12C. Drug 1: COC1=CC(=CC(=C1O)OC)C2C3C(COC3=O)C(C4=CC5=C(C=C24)OCO5)OC6C(C(C7C(O6)COC(O7)C8=CC=CS8)O)O. Drug 2: C1CCC(C(C1)N)N.C(=O)(C(=O)[O-])[O-].[Pt+4]. (5) Drug 1: C1=NC(=NC(=O)N1C2C(C(C(O2)CO)O)O)N. Drug 2: CC1=C(C(=CC=C1)Cl)NC(=O)C2=CN=C(S2)NC3=CC(=NC(=N3)C)N4CCN(CC4)CCO. Cell line: MDA-MB-231. Synergy scores: CSS=12.6, Synergy_ZIP=-3.41, Synergy_Bliss=-1.98, Synergy_Loewe=-1.77, Synergy_HSA=-0.963.